From a dataset of NCI-60 drug combinations with 297,098 pairs across 59 cell lines. Regression. Given two drug SMILES strings and cell line genomic features, predict the synergy score measuring deviation from expected non-interaction effect. (1) Drug 1: CS(=O)(=O)C1=CC(=C(C=C1)C(=O)NC2=CC(=C(C=C2)Cl)C3=CC=CC=N3)Cl. Drug 2: C1=C(C(=O)NC(=O)N1)N(CCCl)CCCl. Cell line: HOP-62. Synergy scores: CSS=37.0, Synergy_ZIP=8.72, Synergy_Bliss=4.44, Synergy_Loewe=-11.4, Synergy_HSA=2.94. (2) Drug 1: CC12CCC3C(C1CCC2=O)CC(=C)C4=CC(=O)C=CC34C. Drug 2: COC1=CC(=CC(=C1O)OC)C2C3C(COC3=O)C(C4=CC5=C(C=C24)OCO5)OC6C(C(C7C(O6)COC(O7)C8=CC=CS8)O)O. Cell line: HCC-2998. Synergy scores: CSS=42.9, Synergy_ZIP=0.0249, Synergy_Bliss=-1.94, Synergy_Loewe=-8.67, Synergy_HSA=0.464. (3) Drug 1: CN(C)N=NC1=C(NC=N1)C(=O)N. Drug 2: C1C(C(OC1N2C=NC(=NC2=O)N)CO)O. Cell line: OVCAR-5. Synergy scores: CSS=11.8, Synergy_ZIP=-5.05, Synergy_Bliss=-0.460, Synergy_Loewe=-8.21, Synergy_HSA=-0.928. (4) Drug 1: CC1C(C(CC(O1)OC2CC(CC3=C2C(=C4C(=C3O)C(=O)C5=C(C4=O)C(=CC=C5)OC)O)(C(=O)CO)O)N)O.Cl. Drug 2: CC(C)CN1C=NC2=C1C3=CC=CC=C3N=C2N. Cell line: M14. Synergy scores: CSS=28.6, Synergy_ZIP=-6.79, Synergy_Bliss=-2.13, Synergy_Loewe=-2.03, Synergy_HSA=-3.62. (5) Drug 1: C1=CN(C(=O)N=C1N)C2C(C(C(O2)CO)O)O.Cl. Drug 2: C(=O)(N)NO. Cell line: SK-MEL-5. Synergy scores: CSS=19.9, Synergy_ZIP=-2.33, Synergy_Bliss=-4.18, Synergy_Loewe=-16.3, Synergy_HSA=-8.19. (6) Drug 1: C1=CC(=CC=C1CCCC(=O)O)N(CCCl)CCCl. Drug 2: C1=NC2=C(N=C(N=C2N1C3C(C(C(O3)CO)O)F)Cl)N. Cell line: MALME-3M. Synergy scores: CSS=28.7, Synergy_ZIP=-4.94, Synergy_Bliss=-4.30, Synergy_Loewe=-16.3, Synergy_HSA=-2.72. (7) Drug 1: C1=CC(=CC=C1CC(C(=O)O)N)N(CCCl)CCCl.Cl. Drug 2: CC(C)NC(=O)C1=CC=C(C=C1)CNNC.Cl. Cell line: UO-31. Synergy scores: CSS=7.58, Synergy_ZIP=-1.72, Synergy_Bliss=1.60, Synergy_Loewe=-1.02, Synergy_HSA=1.21. (8) Drug 1: C1=NC2=C(N1)C(=S)N=C(N2)N. Drug 2: C1C(C(OC1N2C=NC3=C(N=C(N=C32)Cl)N)CO)O. Cell line: SNB-75. Synergy scores: CSS=6.41, Synergy_ZIP=-3.83, Synergy_Bliss=-2.59, Synergy_Loewe=-3.93, Synergy_HSA=-3.71. (9) Synergy scores: CSS=35.6, Synergy_ZIP=-14.0, Synergy_Bliss=-14.0, Synergy_Loewe=-11.8, Synergy_HSA=-9.36. Cell line: SN12C. Drug 1: C1=NC2=C(N1)C(=S)N=C(N2)N. Drug 2: CC1=C2C(C(=O)C3(C(CC4C(C3C(C(C2(C)C)(CC1OC(=O)C(C(C5=CC=CC=C5)NC(=O)OC(C)(C)C)O)O)OC(=O)C6=CC=CC=C6)(CO4)OC(=O)C)O)C)O. (10) Drug 1: C1=NC2=C(N=C(N=C2N1C3C(C(C(O3)CO)O)F)Cl)N. Drug 2: CN(CCCl)CCCl.Cl. Cell line: NCI-H522. Synergy scores: CSS=32.7, Synergy_ZIP=-7.06, Synergy_Bliss=-5.04, Synergy_Loewe=-2.23, Synergy_HSA=-0.696.